This data is from Forward reaction prediction with 1.9M reactions from USPTO patents (1976-2016). The task is: Predict the product of the given reaction. (1) Given the reactants [CH3:1][CH:2]([S:4][C:5]1[CH:10]=[CH:9][C:8](B(O)O)=[CH:7][CH:6]=1)[CH3:3].Br[C:15]1[CH:20]=[CH:19][C:18]([O:21][CH2:22][CH:23]2[CH2:28][CH2:27][N:26]([C:29]3[O:33][N:32]=[C:31]([CH:34]([CH3:36])[CH3:35])[N:30]=3)[CH2:25][CH2:24]2)=[CH:17][CH:16]=1.C([O-])([O-])=O.[Na+].[Na+], predict the reaction product. The product is: [CH3:36][CH:34]([C:31]1[N:30]=[C:29]([N:26]2[CH2:25][CH2:24][CH:23]([CH2:22][O:21][C:18]3[CH:17]=[CH:16][C:15]([C:8]4[CH:9]=[CH:10][C:5]([S:4][CH:2]([CH3:3])[CH3:1])=[CH:6][CH:7]=4)=[CH:20][CH:19]=3)[CH2:28][CH2:27]2)[O:33][N:32]=1)[CH3:35]. (2) Given the reactants [C:1]([O:6][CH2:7][C:8]1[CH:13]=[CH:12][CH:11]=[CH:10][CH:9]=1)(=[O:5])[C:2]([CH3:4])=[CH2:3].[C:14]([OH:19])(=[O:18])[C:15]([CH3:17])=[CH2:16], predict the reaction product. The product is: [C:1]([O:6][CH2:7][C:8]1[CH:9]=[CH:10][CH:11]=[CH:12][CH:13]=1)(=[O:5])[C:2]([CH3:4])=[CH2:3].[C:14]([OH:19])(=[O:18])[C:15]([CH3:17])=[CH2:16].